Dataset: Drug-target binding data from BindingDB using Kd measurements. Task: Regression. Given a target protein amino acid sequence and a drug SMILES string, predict the binding affinity score between them. We predict pKd (pKd = -log10(Kd in M); higher means stronger binding). Dataset: bindingdb_kd. (1) The small molecule is CNC(=O)c1ccccc1Sc1ccc2c(/C=C/c3ccccn3)n[nH]c2c1. The target is PFCDPK1(Pfalciparum). The pKd is 5.0. (2) The compound is O=C(CCCC[C@@H]1SC[C@@H]2NC(=O)N[C@H]12)NCCCCCCOP(=O)(O)O[C@H]1[C@H](O)[C@@H](OP(=O)(O)O)[C@H](OP(=O)(O)O)[C@@H](O)[C@H]1O. The target protein (P97696) has sequence MDEGGGGEGGSVPEDLSLEEREELLDIRRRKKELIDDIERLKYEIAEVMTEIDNLTSVEESKTTQRNKQIAMGRKKFNMDPKKGIQFLIENDLLQSSPEDVAQFLYKGEGLNKTVIGDYLGERDDFNIKVLQAFVELHEFADLNLVQALRQFLWSFRLPGEAQKIDRMMEAFASRYCLCNPGVFQSTDTCYVLSFAIIMLNTSLHNHNVRDKPTAERFITMNRGINEGGDLPEELLRNLYESIKNEPFKIPEDDGNDLTHTFFNPDREGWLLKLGGGRVKTWKRRWFILTDNCLYYFEYTTDKEPRGIIPLENLSIREVEDPRKPNCFELYNPSHKGQVIKACKTEADGRVVEGNHVVYRISAPSPEEKEEWMKSIKASISRDPFYDMLATRKRRIANKK. The pKd is 6.0. (3) The compound is O=P([O-])([O-])O[C@H]1[C@@H](O)[C@@H](O)[C@H](OP(=O)([O-])[O-])[C@@H](OP(=O)([O-])[O-])[C@@H]1OP(=O)([O-])[O-]. The target protein (Q93YN9) has sequence MEMILEEKDASDWIYRGEGGANLVLAYAGSSPLFVGKVIRIQKARRNDKAIKNANGVVSVLTSDEQHLWRENNELISSPNKEVLEQRYVKNVIIPLLGPKHVDAGVRVSVSKEFLECVDKKVTKQRPLWRVNAANVDTSHDSALILNDHSLFSQGISSGGDCISVEIKPKCGFLPTSRFIGKENMLKTSVSRFKMHQLLKLEYNEISEESEYDPLDLFSGSKESVLEAIKALYSTPQNNFRVFLNGSLILGGSGESTGRTSPEIGYAFEDALKGFIQSEDGHRTECFLQLVSDAVYGSGVLDRLLEIQKLDKLDIEGAIHSYYDLINQPCPICKEGKPLEAELSLHALPLDESLKIVKEYLIAATAKDCSIMISFQSRNAWDSEPSGDYVSLKPTNQTFDYKVHFIDLSLKPLKRMESYYKLDKKIISFYNRKQKAENTAEQIGNSKPSHS. The pKd is 5.1. (4) The small molecule is COC(=O)[C@@H]1[C@@H](O)CC[C@@H]2CN3CCc4c([nH]c5ccccc45)[C@@H]3C[C@@H]21. The target protein (P29276) has sequence MQLETQDALYVALELVIAALAVAGNVLVCAAVGASSALQTPTNYFLVSLATADVAVGLFAIPFAITISLGFCTDFHSCLFLACFVLVLTQSSIFSLLAVAVDRYLAIRVPLRYKGLVTGTRARGIIAVLWVLAFGIGLTPFLGWNSKDRATSNCTEPGDGITNKSCCPVKCLFENVVPMSYMVYFNFFGCVLPPLLIMMVIYIKIFMVACKQLQHMELMEHSRTTLQREIHAAKSLAMIVGIFALCWLPVHAINCITLFHPALAKDKPKWVMNVAILLSHANSVVNPIVYAYRNRDFRYSFHRIISRYVLCQTDTKGGSGQAGGQSTFSLSL. The pKd is 7.9. (5) The drug is C[N+]1(C)[C@H]2CC(OC(=O)[C@H](CO)c3ccccc3)C[C@@H]1[C@H]1O[C@@H]21. The target protein sequence is MTLHSQSTTSPLFPQISSSWVHSPSEAGLPLGTVTQLGSYQISQETGQFSSQDTSSDPLGGHTIWQVVFIAFLTGFLALVTIIGNILVIVAFKVNKQLKTVNNYFLLSLASADLIIGVISMNLFTTYIIMNRWALGNLACDLWLSIDYVASNASVMNLLVISFDRYFSITRPLTYRAKRTTKRAGVMIGLAWVISFVLWAPAILFWQYFVGKRTVPPGECFIQFLSEPTITFGTAIAAFYMPVTIMTILYWRIYKETEKRTKELAGLQASGTEIEGRIEGRIEGRTRSQITKRKRMSLIKEKKAAQTLSAILLAFIITWTPYNIMVLVNTFADSAIPKTYWNLGYWLCYINSTVNPVAYALSNKCFRTTFKTLLLSQSDKRKRRKQQYQQRQSVIFHKRVPEQAL. The pKd is 9.2. (6) The small molecule is CC[C@@]1(O)C(=O)OCc2c1cc1n(c2=O)Cc2cc3ccccc3nc2-1. The target protein (P09651) has sequence MSKSESPKEPEQLRKLFIGGLSFETTDESLRSHFEQWGTLTDCVVMRDPNTKRSRGFGFVTYATVEEVDAAMNARPHKVDGRVVEPKRAVSREDSQRPGAHLTVKKIFVGGIKEDTEEHHLRDYFEQYGKIEVIEIMTDRGSGKKRGFAFVTFDDHDSVDKIVIQKYHTVNGHNCEVRKALSKQEMASASSSQRGRSGSGNFGGGRGGGFGGNDNFGRGGNFSGRGGFGGSRGGGGYGGSGDGYNGFGNDGGYGGGGPGYSGGSRGYGSGGQGYGNQGSGYGGSGSYDSYNNGGGGGFGGGSGSNFGGGGSYNDFGNYNNQSSNFGPMKGGNFGGRSSGPYGGGGQYFAKPRNQGGYGGSSSSSSYGSGRRF. The pKd is 7.1. (7) The drug is Cc1occ2c1C(=O)c1c(O)ccc(O)c1C2. The target protein (Q15717) has sequence MSNGYEDHMAEDCRGDIGRTNLIVNYLPQNMTQDELRSLFSSIGEVESAKLIRDKVAGHSLGYGFVNYVTAKDAERAINTLNGLRLQSKTIKVSYARPSSEVIKDANLYISGLPRTMTQKDVEDMFSRFGRIINSRVLVDQTTGLSRGVAFIRFDKRSEAEEAITSFNGHKPPGSSEPITVKFAANPNQNKNVALLSQLYHSPARRFGGPVHHQAQRFRFSPMGVDHMSGLSGVNVPGNASSGWCIFIYNLGQDADEGILWQMFGPFGAVTNVKVIRDFNTNKCKGFGFVTMTNYEEAAMAIASLNGYRLGDKILQVSFKTNKSHK. The pKd is 6.4. (8) The drug is O=S1(=O)C=CC(OS(=O)(=O)c2ccccc2)C1. The target protein sequence is MAAAAAAGPEMVRGQVFDVGPRYTNLSYIGEGAYGMVCSAYDNLNKVRVAIKKISPFEHQTYCQRTLREIKILLRFRHENIIGINDIIRAPTIEQMKDVYIVQDLMETDLYKLLKTQHLSNDHICYFLYQILRGLKYIHSANVLHRDLKPSNLLLNTTCDLKICDFGLARVADPDHDHTGFLTEYVATRWARAPEIMLNSKGYTKSIDIWSVGCILAEMLSNRPIFPGKHYLDQLNHILGILGSPSQEDLNCIINLKARNYLLSLPHKNKVPWNRLFPNADSKALDLLDKMLTFNPHKRIEVEQALAHPYLEQYYDPSDEPIAEAPFKFDMELDDLPKEKLKELIFEETARFQPGYRS. The pKd is 6.9.